This data is from Full USPTO retrosynthesis dataset with 1.9M reactions from patents (1976-2016). The task is: Predict the reactants needed to synthesize the given product. (1) The reactants are: C(OC([N:6]([C:18]([O:20][CH2:21][CH3:22])=[O:19])[C:7]1[C:12]([N+:13]([O-:15])=[O:14])=[CH:11][C:10](Br)=[CH:9][C:8]=1[F:17])=O)C.[F:23][C:24]1[CH:31]=[CH:30][C:27]([CH2:28][NH2:29])=[CH:26][CH:25]=1.C([O-])([O-])=O.[Cs+].[Cs+].CC1(C)C2C(=C(P(C3C=CC=CC=3)C3C=CC=CC=3)C=CC=2)OC2C(P(C3C=CC=CC=3)C3C=CC=CC=3)=CC=CC1=2. Given the product [F:17][C:8]1[CH:9]=[C:10]([NH:29][CH2:28][C:27]2[CH:30]=[CH:31][C:24]([F:23])=[CH:25][CH:26]=2)[CH:11]=[C:12]([N+:13]([O-:15])=[O:14])[C:7]=1[NH:6][C:18](=[O:19])[O:20][CH2:21][CH3:22], predict the reactants needed to synthesize it. (2) Given the product [CH3:26][O:25][C:22]1[CH:23]=[CH:24][C:19]([N:27]2[CH2:31][CH2:30][CH2:29][C:28]2=[O:32])=[CH:20][CH:21]=1, predict the reactants needed to synthesize it. The reactants are: N1C=CC=CC=1C(O)=O.[O-]P([O-])([O-])=O.[K+].[K+].[K+].I[C:19]1[CH:24]=[CH:23][C:22]([O:25][CH3:26])=[CH:21][CH:20]=1.[NH:27]1[CH2:31][CH2:30][CH2:29][C:28]1=[O:32]. (3) Given the product [CH3:1][O:2][C:3](=[O:23])[C:4]1[CH:9]=[CH:8][C:7]([C:10]([NH2:11])=[O:24])=[C:6]([O:12][CH2:13][CH2:14][C:15]2[CH:20]=[CH:19][C:18]([Cl:21])=[CH:17][C:16]=2[Cl:22])[CH:5]=1, predict the reactants needed to synthesize it. The reactants are: [CH3:1][O:2][C:3](=[O:23])[C:4]1[CH:9]=[CH:8][C:7]([C:10]#[N:11])=[C:6]([O:12][CH2:13][CH2:14][C:15]2[CH:20]=[CH:19][C:18]([Cl:21])=[CH:17][C:16]=2[Cl:22])[CH:5]=1.[O:24]=O. (4) The reactants are: [CH3:1][O:2][C:3]1[CH:4]=[C:5]2[C:9](=[CH:10][CH:11]=1)[N:8]([CH3:12])[CH:7]=[C:6]2[C:13]1[N:23]([CH2:24][O:25][CH2:26][CH2:27][Si:28]([CH3:31])([CH3:30])[CH3:29])[C:16]2=[N:17][CH:18]=[C:19]([CH:21]=[O:22])[N:20]=[C:15]2[CH:14]=1.[BH4-].[Na+]. Given the product [CH3:1][O:2][C:3]1[CH:4]=[C:5]2[C:9](=[CH:10][CH:11]=1)[N:8]([CH3:12])[CH:7]=[C:6]2[C:13]1[N:23]([CH2:24][O:25][CH2:26][CH2:27][Si:28]([CH3:29])([CH3:31])[CH3:30])[C:16]2=[N:17][CH:18]=[C:19]([CH2:21][OH:22])[N:20]=[C:15]2[CH:14]=1, predict the reactants needed to synthesize it. (5) Given the product [CH3:1][S:2][C:5]1[CH:6]=[CH:7][C:8]2[N:9]([N:11]=[C:12]([C:14]3[CH:19]=[CH:18][CH:17]=[CH:16][CH:15]=3)[CH:13]=2)[CH:10]=1, predict the reactants needed to synthesize it. The reactants are: [CH3:1][S-:2].[Na+].Br[C:5]1[CH:6]=[CH:7][C:8]2[N:9]([N:11]=[C:12]([C:14]3[CH:19]=[CH:18][CH:17]=[CH:16][CH:15]=3)[CH:13]=2)[CH:10]=1.